Task: Predict the reaction yield, written as a fraction of the theoretical maximum amount of product (1.0 means a 100% yield; for example, 0.34 means a 34% yield).. Dataset: Reaction yield outcomes from USPTO patents with 853,638 reactions (1) The reactants are Cl[C:2]1[N:7]=[C:6]([NH:8][CH3:9])[C:5]([C:10]([F:13])([F:12])[F:11])=[CH:4][N:3]=1.[NH2:14][C:15]1[CH:22]=[CH:21][C:18]([C:19]#[N:20])=[CH:17][C:16]=1[Cl:23].C(=O)([O-])[O-].[Cs+].[Cs+]. The catalyst is O1CCOCC1.C1C=CC(/C=C/C(/C=C/C2C=CC=CC=2)=O)=CC=1.C1C=CC(/C=C/C(/C=C/C2C=CC=CC=2)=O)=CC=1.C1C=CC(/C=C/C(/C=C/C2C=CC=CC=2)=O)=CC=1.[Pd].[Pd].CC1(C)C2C(=C(P(C3C=CC=CC=3)C3C=CC=CC=3)C=CC=2)OC2C(P(C3C=CC=CC=3)C3C=CC=CC=3)=CC=CC1=2. The product is [Cl:23][C:16]1[CH:17]=[C:18]([CH:21]=[CH:22][C:15]=1[NH:14][C:2]1[N:7]=[C:6]([NH:8][CH3:9])[C:5]([C:10]([F:13])([F:12])[F:11])=[CH:4][N:3]=1)[C:19]#[N:20]. The yield is 0.450. (2) The reactants are [CH2:1]([N:4]1[C@H:9]([CH3:10])[CH2:8][N:7](C(OCC)=O)[C@@H:6]([CH3:16])[CH2:5]1)[CH:2]=[CH2:3].[OH-].[K+].C(=O)=O.C1(C)C=CC=CC=1. The catalyst is C(O)C. The product is [CH2:1]([N:4]1[CH2:5][C@@H:6]([CH3:16])[NH:7][CH2:8][C@@H:9]1[CH3:10])[CH:2]=[CH2:3]. The yield is 0.690. (3) The reactants are [CH3:1][C:2]([Si:5](Cl)([CH3:7])[CH3:6])([CH3:4])[CH3:3].N1C=CN=C1.[Br:14][CH2:15][C@@H:16]([C:18]1[CH:23]=[CH:22][C:21]([O:24][CH2:25][C:26]2[CH:31]=[CH:30][CH:29]=[CH:28][CH:27]=2)=[C:20]([NH:32][CH:33]=[O:34])[CH:19]=1)[OH:17]. The yield is 0.900. The catalyst is C(Cl)Cl. The product is [Br:14][CH2:15][C@H:16]([O:17][Si:5]([C:2]([CH3:4])([CH3:3])[CH3:1])([CH3:7])[CH3:6])[C:18]1[CH:23]=[CH:22][C:21]([O:24][CH2:25][C:26]2[CH:31]=[CH:30][CH:29]=[CH:28][CH:27]=2)=[C:20]([NH:32][CH:33]=[O:34])[CH:19]=1.